This data is from Forward reaction prediction with 1.9M reactions from USPTO patents (1976-2016). The task is: Predict the product of the given reaction. (1) Given the reactants Br[C:2]1[CH:27]=[N:26][C:5]2[N:6]=[C:7]([N:13]3[CH2:16][CH:15]([N:17]([CH3:25])[C:18](=[O:24])[O:19][C:20]([CH3:23])([CH3:22])[CH3:21])[CH2:14]3)[C:8]3[N:9]([CH:10]=[N:11][N:12]=3)[C:4]=2[CH:3]=1.[Si:28]([C:32]#[CH:33])([CH3:31])([CH3:30])[CH3:29].CN(C=O)C.C(Cl)Cl, predict the reaction product. The product is: [CH3:25][N:17]([CH:15]1[CH2:16][N:13]([C:7]2[C:8]3[N:9]([CH:10]=[N:11][N:12]=3)[C:4]3[CH:3]=[C:2]([C:33]#[C:32][Si:28]([CH3:31])([CH3:30])[CH3:29])[CH:27]=[N:26][C:5]=3[N:6]=2)[CH2:14]1)[C:18](=[O:24])[O:19][C:20]([CH3:23])([CH3:22])[CH3:21]. (2) Given the reactants [CH3:1][C:2]1[NH:3][CH:4]=[C:5]([C:7]([OH:9])=O)[N:6]=1.[NH2:10][CH2:11][C@H:12]([N:14]1[CH:18]=[CH:17][C:16]([C:19]2[CH:26]=[CH:25][C:22]([C:23]#[N:24])=[C:21]([Cl:27])[CH:20]=2)=[N:15]1)[CH3:13], predict the reaction product. The product is: [Cl:27][C:21]1[CH:20]=[C:19]([C:16]2[CH:17]=[CH:18][N:14]([C@H:12]([CH3:13])[CH2:11][NH:10][C:7]([C:5]3[N:6]=[C:2]([CH3:1])[NH:3][CH:4]=3)=[O:9])[N:15]=2)[CH:26]=[CH:25][C:22]=1[C:23]#[N:24]. (3) Given the reactants [NH2:1][C:2]1[CH:3]=[C:4]2[C:9](=[CH:10][CH:11]=1)[N:8]=[C:7]([C:12]1[CH:17]=[C:16]([CH3:18])[C:15]([OH:19])=[C:14]([CH3:20])[CH:13]=1)[NH:6][C:5]2=[O:21].Br[C:23]1[CH:28]=[CH:27][CH:26]=[CH:25][N:24]=1.O(C(C)(C)C)[Na], predict the reaction product. The product is: [OH:19][C:15]1[C:16]([CH3:18])=[CH:17][C:12]([C:7]2[NH:6][C:5](=[O:21])[C:4]3[C:9](=[CH:10][CH:11]=[C:2]([NH:1][C:23]4[CH:28]=[CH:27][CH:26]=[CH:25][N:24]=4)[CH:3]=3)[N:8]=2)=[CH:13][C:14]=1[CH3:20]. (4) Given the reactants [N+:1]([O-:4])(O)=[O:2].[F:5][C:6]1[CH:7]=[C:8]([Br:13])[CH:9]=[CH:10][C:11]=1[F:12], predict the reaction product. The product is: [Br:13][C:8]1[CH:7]=[C:6]([F:5])[C:11]([F:12])=[CH:10][C:9]=1[N+:1]([O-:4])=[O:2].